Dataset: Full USPTO retrosynthesis dataset with 1.9M reactions from patents (1976-2016). Task: Predict the reactants needed to synthesize the given product. (1) Given the product [NH2:7][C:6]1[CH:8]=[C:2]([Cl:1])[C:3]([C:10]([F:13])([F:12])[F:11])=[CH:4][C:5]=1[C:14]#[N:15], predict the reactants needed to synthesize it. The reactants are: [Cl:1][C:2]1[C:3]([C:10]([F:13])([F:12])[F:11])=[CH:4][C:5](I)=[C:6]([CH:8]=1)[NH2:7].[C:14]([Cu])#[N:15]. (2) Given the product [OH:44][CH2:43][C:37]1[CH:36]=[C:35]([NH:34][CH:27]([C:28]2[CH:33]=[CH:32][CH:31]=[CH:30][CH:29]=2)[C:8]([C:10]2[C:18]3[C:13](=[C:14]([CH3:19])[CH:15]=[CH:16][CH:17]=3)[NH:12][CH:11]=2)=[O:9])[CH:40]=[C:39]([O:41][CH3:42])[CH:38]=1, predict the reactants needed to synthesize it. The reactants are: C(N(CC)CC)C.[CH:8]([C:10]1[C:18]2[C:13](=[C:14]([CH3:19])[CH:15]=[CH:16][CH:17]=2)[N:12](C(OC(C)(C)C)=O)[CH:11]=1)=[O:9].[CH:27](=[N:34][C:35]1[CH:36]=[C:37]([CH2:43][OH:44])[CH:38]=[C:39]([O:41][CH3:42])[CH:40]=1)[C:28]1[CH:33]=[CH:32][CH:31]=[CH:30][CH:29]=1. (3) Given the product [CH3:15][C:14]1[C:12](=[O:13])[NH:11][C:9](=[O:10])[N:8]([C@@H:1]2[O:7][C@H:4]([CH2:5][OH:6])[CH:3]=[CH:2]2)[CH:16]=1.[CH3:17][N:18]1[C:23](=[O:24])[N:22]([CH3:25])[CH2:21][CH2:20][CH2:19]1, predict the reactants needed to synthesize it. The reactants are: [C@@H:1]1([N:8]2[CH:16]=[C:14]([CH3:15])[C:12](=[O:13])[NH:11][C:9]2=[O:10])[O:7][C@H:4]([CH2:5][OH:6])[CH:3]=[CH:2]1.[CH3:17][N:18]1[C:23](=[O:24])[N:22]([CH3:25])[CH2:21][CH2:20][CH2:19]1.